From a dataset of Forward reaction prediction with 1.9M reactions from USPTO patents (1976-2016). Predict the product of the given reaction. (1) Given the reactants [Cl:1][C:2]1[N:11]=[C:10](Cl)[C:9]2[C:4](=[CH:5][CH:6]=[CH:7][CH:8]=2)[N:3]=1.C([O-])([O-])=O.[K+].[K+].[C:19]([C:21]1[CH:22]=[C:23](B(O)O)[CH:24]=[CH:25][CH:26]=1)#[N:20], predict the reaction product. The product is: [Cl:1][C:2]1[N:11]=[C:10]([C:25]2[CH:26]=[C:21]([CH:22]=[CH:23][CH:24]=2)[C:19]#[N:20])[C:9]2[C:4](=[CH:5][CH:6]=[CH:7][CH:8]=2)[N:3]=1. (2) Given the reactants [S:1]1[CH2:5][CH2:4][N:3]=[C:2]1[NH2:6].[CH3:7][O:8][C:9]1[CH:14]=[C:13]([C:15]([F:18])([F:17])[F:16])[CH:12]=[CH:11][C:10]=1[C:19]1[C:28]2[C:23](=[CH:24][C:25]([S:29](Cl)(=[O:31])=[O:30])=[CH:26][CH:27]=2)[N:22]=[CH:21][N:20]=1, predict the reaction product. The product is: [S:1]1[CH2:5][CH2:4][N:3]=[C:2]1[NH:6][S:29]([C:25]1[CH:24]=[C:23]2[C:28]([C:19]([C:10]3[CH:11]=[CH:12][C:13]([C:15]([F:18])([F:16])[F:17])=[CH:14][C:9]=3[O:8][CH3:7])=[N:20][CH:21]=[N:22]2)=[CH:27][CH:26]=1)(=[O:31])=[O:30]. (3) The product is: [CH3:1][C:2]1[CH:3]=[N+:4]([O-:14])[C:5]2[C:10]([CH:11]=1)=[CH:9][CH:8]=[CH:7][CH:6]=2. Given the reactants [CH3:1][C:2]1[CH:3]=[N:4][C:5]2[C:10]([CH:11]=1)=[CH:9][CH:8]=[CH:7][CH:6]=2.OO.[O-:14]S([O-])=O.[Na+].[Na+].[I-].[Na+].[OH-].[Na+], predict the reaction product.